Dataset: Catalyst prediction with 721,799 reactions and 888 catalyst types from USPTO. Task: Predict which catalyst facilitates the given reaction. Reactant: [Cl:1][C:2]1[CH:3]=[C:4](B(O)O)[CH:5]=[C:6]([Cl:8])[CH:7]=1.Br[C:13]([C:15]([F:18])([F:17])[F:16])=[CH2:14].C(=O)([O-])[O-].[K+].[K+]. Product: [Cl:1][C:2]1[CH:3]=[C:4]([C:13]([C:15]([F:18])([F:17])[F:16])=[CH2:14])[CH:5]=[C:6]([Cl:8])[CH:7]=1. The catalyst class is: 30.